Dataset: Forward reaction prediction with 1.9M reactions from USPTO patents (1976-2016). Task: Predict the product of the given reaction. (1) The product is: [ClH:26].[F:24][C:2]([F:1])([F:25])[C:3]1[CH:8]=[CH:7][CH:6]=[CH:5][C:4]=1[N:9]1[CH2:10][C@@H:11]2[C@@H:12]([CH2:14][NH:15][CH2:16]2)[CH2:13]1. Given the reactants [F:1][C:2]([F:25])([F:24])[C:3]1[CH:8]=[CH:7][CH:6]=[CH:5][C:4]=1[N:9]1[CH2:13][C@@H:12]2[CH2:14][N:15](C(OC(C)(C)C)=O)[CH2:16][C@@H:11]2[CH2:10]1.[ClH:26], predict the reaction product. (2) Given the reactants C([O:3][C:4](=O)[CH2:5][C:6]([C:8]1[CH:13]=[CH:12][C:11]([O:14][CH3:15])=[C:10]([CH3:16])[CH:9]=1)=O)C.[CH3:18][NH:19][NH2:20], predict the reaction product. The product is: [OH:3][C:4]1[N:19]([CH3:18])[N:20]=[C:6]([C:8]2[CH:13]=[CH:12][C:11]([O:14][CH3:15])=[C:10]([CH3:16])[CH:9]=2)[CH:5]=1.